From a dataset of Full USPTO retrosynthesis dataset with 1.9M reactions from patents (1976-2016). Predict the reactants needed to synthesize the given product. Given the product [S:11]([C:14]1[CH:20]=[CH:19][C:17]([CH3:18])=[CH:16][CH:15]=1)([OH:1])(=[O:13])=[O:12].[O:1]1[C:10]2[C:5](=[CH:6][CH:7]=[CH:8][CH:9]=2)[CH2:4][CH2:3][CH2:2]1, predict the reactants needed to synthesize it. The reactants are: [O:1]1[C:10]2[C:5](=[CH:6][CH:7]=[CH:8][CH:9]=2)[CH2:4][CH2:3][CH2:2]1.[S:11](Cl)([C:14]1[CH:20]=[CH:19][C:17]([CH3:18])=[CH:16][CH:15]=1)(=[O:13])=[O:12].